Dataset: Full USPTO retrosynthesis dataset with 1.9M reactions from patents (1976-2016). Task: Predict the reactants needed to synthesize the given product. Given the product [NH2:1][C:2]1[CH:7]=[CH:6][CH:5]=[CH:4][C:3]=1[NH:8][C:9]([C:11]1[S:19][C:18]2[CH2:17][CH2:16][N:15]([C:27]([NH:28][C:29]3[CH:30]=[N:31][CH:32]=[CH:33][CH:34]=3)=[O:26])[CH2:14][C:13]=2[CH:12]=1)=[O:10], predict the reactants needed to synthesize it. The reactants are: [NH2:1][C:2]1[CH:7]=[CH:6][CH:5]=[CH:4][C:3]=1[NH:8][C:9]([C:11]1[S:19][C:18]2[CH2:17][CH2:16][NH:15][CH2:14][C:13]=2[CH:12]=1)=[O:10].C1([O:26][C:27](=O)[NH:28][C:29]2[CH:30]=[N:31][CH:32]=[CH:33][CH:34]=2)C=CC=CC=1.CCN(CC)CC.